The task is: Predict the reaction yield, written as a fraction of the theoretical maximum amount of product (1.0 means a 100% yield; for example, 0.34 means a 34% yield).. This data is from Reaction yield outcomes from USPTO patents with 853,638 reactions. (1) The reactants are [OH:1][CH2:2][C:3]1[CH:4]=[C:5](B(O)O)[CH:6]=[CH:7][CH:8]=1.I[C:13]1[C:21]2[C:16](=[N:17][CH:18]=[N:19][C:20]=2[NH2:22])[N:15]([CH:23]([CH3:25])[CH3:24])[N:14]=1.C([O-])([O-])=O.[Na+].[Na+]. The catalyst is CCO.COCCOC.C1C=CC([P]([Pd]([P](C2C=CC=CC=2)(C2C=CC=CC=2)C2C=CC=CC=2)([P](C2C=CC=CC=2)(C2C=CC=CC=2)C2C=CC=CC=2)[P](C2C=CC=CC=2)(C2C=CC=CC=2)C2C=CC=CC=2)(C2C=CC=CC=2)C2C=CC=CC=2)=CC=1. The product is [NH2:22][C:20]1[N:19]=[CH:18][N:17]=[C:16]2[N:15]([CH:23]([CH3:25])[CH3:24])[N:14]=[C:13]([C:5]3[CH:4]=[C:3]([CH2:2][OH:1])[CH:8]=[CH:7][CH:6]=3)[C:21]=12. The yield is 0.420. (2) The reactants are C([N:8]1[CH2:13][CH2:12][C:11](=O)[CH2:10][CH2:9]1)(OC(C)(C)C)=O.[C:15]([CH2:17][C:18]1[O:19][C:20]([C:23]2[CH:28]=[CH:27][CH:26]=[CH:25][CH:24]=2)=[N:21][N:22]=1)#[N:16].C[Si]([N-][Si](C)(C)C)(C)C.[Na+]. The catalyst is C1COCC1. The product is [C:15]([C:17](=[C:11]1[CH2:10][CH2:9][NH:8][CH2:13][CH2:12]1)[C:18]1[O:19][C:20]([C:23]2[CH:28]=[CH:27][CH:26]=[CH:25][CH:24]=2)=[N:21][N:22]=1)#[N:16]. The yield is 0.800. (3) The reactants are [C:1]([O:5][C:6]([NH:8][CH:9]([C:13]([CH3:17])([CH3:16])[CH:14]=[CH2:15])[C:10]([OH:12])=O)=[O:7])([CH3:4])([CH3:3])[CH3:2].[CH2:18]([NH:21][C:22]1[CH:27]=[CH:26][CH:25]=[CH:24][CH:23]=1)[CH:19]=[CH2:20].CCN(C(C)C)C(C)C.CCCP1(OP(CCC)(=O)OP(CCC)(=O)O1)=O. The catalyst is CCOC(C)=O. The product is [CH2:18]([N:21]([C:22]1[CH:27]=[CH:26][CH:25]=[CH:24][CH:23]=1)[C:10](=[O:12])[CH:9]([NH:8][C:6](=[O:7])[O:5][C:1]([CH3:2])([CH3:3])[CH3:4])[C:13]([CH3:17])([CH3:16])[CH:14]=[CH2:15])[CH:19]=[CH2:20]. The yield is 0.400. (4) The reactants are [CH:1]([N:4]1[C:8]2[CH:9]=[CH:10][CH:11]=[CH:12][C:7]=2[NH:6][C:5]1=[O:13])([CH3:3])[CH3:2].C(N(CC)CC)C.ClC(OC1C=CC([N+]([O-])=O)=CC=1)=O.Cl.C(OC(C(C)(C)CN1CCC(CN)CC1)=O)C1C=CC=CC=1.[CH2:57]([O:64][C:65]([C:67]([CH3:85])([CH3:84])[CH2:68][N:69]1[CH2:74][CH2:73][CH:72]([CH2:75][NH:76][C:77](=O)[O:78]C(C)(C)C)[CH2:71][CH2:70]1)=[O:66])[C:58]1[CH:63]=[CH:62][CH:61]=[CH:60][CH:59]=1.Cl.[OH-].[Na+]. The catalyst is ClCCl.CO. The product is [CH2:57]([O:64][C:65]([C:67]([CH3:85])([CH3:84])[CH2:68][N:69]1[CH2:74][CH2:73][CH:72]([CH2:75][NH:76][C:77]([N:6]2[C:7]3[CH:12]=[CH:11][CH:10]=[CH:9][C:8]=3[N:4]([CH:1]([CH3:3])[CH3:2])[C:5]2=[O:13])=[O:78])[CH2:71][CH2:70]1)=[O:66])[C:58]1[CH:59]=[CH:60][CH:61]=[CH:62][CH:63]=1. The yield is 0.630.